Task: Predict the reactants needed to synthesize the given product.. Dataset: Full USPTO retrosynthesis dataset with 1.9M reactions from patents (1976-2016) (1) Given the product [Br:19][C:10]1[C:11]2[CH:12]=[N:13][CH:14]=[C:15]([Br:18])[C:16]=2[O:17][C:9]=1[C:7]1[O:8][CH2:2][C:3]([CH3:5])([CH3:4])[N:6]=1, predict the reactants needed to synthesize it. The reactants are: O[CH2:2][C:3]([NH:6][C:7]([C:9]1[O:17][C:16]2[C:15]([Br:18])=[CH:14][N:13]=[CH:12][C:11]=2[C:10]=1[Br:19])=[O:8])([CH3:5])[CH3:4].S(Cl)(Cl)=O.[OH-].[Na+]. (2) Given the product [CH3:32][N:31]1[CH:25]2[CH2:26][CH2:27][CH2:28][CH:29]1[CH2:30][CH:23]([NH:22][C:17]([C:16]1[C:10]3[O:9][C:8]([C:5]4[CH:4]=[CH:3][C:2]([F:1])=[CH:7][CH:6]=4)=[N:12][C:11]=3[CH:13]=[CH:14][CH:15]=1)=[O:19])[CH2:24]2, predict the reactants needed to synthesize it. The reactants are: [F:1][C:2]1[CH:7]=[CH:6][C:5]([C:8]2[O:9][C:10]3[C:16]([C:17]([OH:19])=O)=[CH:15][CH:14]=[CH:13][C:11]=3[N:12]=2)=[CH:4][CH:3]=1.Cl.Cl.[NH2:22][CH:23]1[CH2:30][CH:29]2[N:31]([CH3:32])[CH:25]([CH2:26][CH2:27][CH2:28]2)[CH2:24]1.